Dataset: Forward reaction prediction with 1.9M reactions from USPTO patents (1976-2016). Task: Predict the product of the given reaction. (1) Given the reactants C([O:4][C@H:5]1[CH2:22][CH2:21][C@@:20]2([CH3:23])[C@@H:7]([CH2:8][CH2:9][C@:10]3([CH3:46])[C@@H:19]2[CH2:18][CH2:17][C@H:16]2[C@@:11]3([CH3:45])[CH2:12][CH2:13][C@@:14]3([C:30]([N:32]4[CH2:37][CH2:36][C:35]([CH2:43][CH3:44])([C:38]([O:40][CH2:41][CH3:42])=[O:39])[CH2:34][CH2:33]4)=[O:31])[CH2:26][CH2:25][C@@H:24]([C:27]([CH3:29])=[CH2:28])[C@@H:15]32)[C:6]1([CH3:48])[CH3:47])(=O)C.C1COCC1.[OH-].[Na+], predict the reaction product. The product is: [CH2:43]([C:35]1([C:38]([O:40][CH2:41][CH3:42])=[O:39])[CH2:34][CH2:33][N:32]([C:30]([C@:14]23[CH2:26][CH2:25][C@@H:24]([C:27]([CH3:29])=[CH2:28])[C@@H:15]2[C@@H:16]2[C@@:11]([CH3:45])([CH2:12][CH2:13]3)[C@@:10]3([CH3:46])[C@@H:19]([C@:20]4([CH3:23])[C@@H:7]([CH2:8][CH2:9]3)[C:6]([CH3:48])([CH3:47])[C@@H:5]([OH:4])[CH2:22][CH2:21]4)[CH2:18][CH2:17]2)=[O:31])[CH2:37][CH2:36]1)[CH3:44]. (2) Given the reactants C([C@H:4]1[CH2:8][O:7][C:6](=[O:9])[NH:5]1)(C)C.Cl[C:11]1[CH:16]=[CH:15][N:14]2[N:17]=[CH:18][CH:19]=[C:13]2[N:12]=1.Br[C:21]1C=NN2C=CC(Cl)=NC=12, predict the reaction product. The product is: [CH3:21][CH:8]1[O:7][C:6](=[O:9])[N:5]([C:11]2[CH:16]=[CH:15][N:14]3[N:17]=[CH:18][CH:19]=[C:13]3[N:12]=2)[CH2:4]1. (3) Given the reactants [CH3:1][CH2:2]/[CH:3]=[CH:4]\[CH2:5]/[CH:6]=[CH:7]\[CH2:8]/[CH:9]=[CH:10]\[CH2:11]/[CH:12]=[CH:13]\[CH2:14]/[CH:15]=[CH:16]\[CH2:17][CH2:18][CH2:19][C:20]([OH:22])=[O:21].C(O)(=O)CCCCCCCCCCC/C=C\CCCCCCCC.CCCCCCCCC=CCCCCCCCCCCCC(O)=O.CCCCCCCC/C=C\CCCCCCCC(O)=O.C(O)(=O)CCCC/C=C\C/C=C\C/C=C\C/C=C\CC, predict the reaction product. The product is: [CH3:1][CH2:2][CH2:3][CH2:4][CH2:5]/[CH:6]=[CH:7]\[CH2:8]/[CH:9]=[CH:10]\[CH2:11]/[CH:12]=[CH:13]\[CH2:14]/[CH:15]=[CH:16]\[CH2:17][CH2:18][CH2:19][C:20]([OH:22])=[O:21]. (4) Given the reactants [CH3:1][O:2][C:3]([C:5]1[CH:10]=[CH:9][C:8]([C:11]2[C:12]([CH3:55])([CH3:54])[C@H:13]3[C@:26]([CH3:29])([CH2:27][CH:28]=2)[C@@H:25]2[C@:16]([CH3:53])([C@@:17]4([CH3:52])[C@H:22]([CH2:23][CH2:24]2)[C@H:21]2[C@H:30]([C:33]([CH3:35])=[CH2:34])[CH2:31][CH2:32][C@:20]2([NH:36][CH2:37][CH2:38][N:39]2[CH2:44][CH2:43][N:42](C(OC(C)(C)C)=O)[CH2:41][CH2:40]2)[CH2:19][CH2:18]4)[CH2:15][CH2:14]3)=[CH:7][CH:6]=1)=[O:4].[ClH:56], predict the reaction product. The product is: [ClH:56].[CH3:52][C@:17]12[C@@:16]3([CH3:53])[C@@H:25]([C@:26]4([CH3:29])[C@@H:13]([CH2:14][CH2:15]3)[C:12]([CH3:54])([CH3:55])[C:11]([C:8]3[CH:9]=[CH:10][C:5]([C:3]([O:2][CH3:1])=[O:4])=[CH:6][CH:7]=3)=[CH:28][CH2:27]4)[CH2:24][CH2:23][C@@H:22]1[C@H:21]1[C@H:30]([C:33]([CH3:35])=[CH2:34])[CH2:31][CH2:32][C@:20]1([NH:36][CH2:37][CH2:38][N:39]1[CH2:40][CH2:41][NH:42][CH2:43][CH2:44]1)[CH2:19][CH2:18]2. (5) Given the reactants [CH2:1]([N:8]([CH3:19])[CH2:9][CH2:10][O:11][CH2:12][CH2:13][O:14][CH2:15][C:16]([OH:18])=[O:17])[C:2]1[CH:7]=[CH:6][CH:5]=[CH:4][CH:3]=1.S(=O)(=O)(O)O.[C:25](=O)([O-])[O-].[Na+].[Na+], predict the reaction product. The product is: [CH2:1]([N:8]([CH3:19])[CH2:9][CH2:10][O:11][CH2:12][CH2:13][O:14][CH2:15][C:16]([O:18][CH3:25])=[O:17])[C:2]1[CH:3]=[CH:4][CH:5]=[CH:6][CH:7]=1. (6) Given the reactants [Cl:1][C:2]1[C:3]([C:9]2[CH:10]=[CH:11][C:12]3[N:16]=[CH:15][N:14]([CH2:17][C:18]4([C:24]#[N:25])[CH2:23][CH2:22][O:21][CH2:20][CH2:19]4)[C:13]=3[CH:26]=2)=[CH:4][C:5](F)=[N:6][CH:7]=1.[NH2:27][CH2:28][CH2:29][OH:30].C(N(C(C)C)CC)(C)C, predict the reaction product. The product is: [Cl:1][C:2]1[C:3]([C:9]2[CH:10]=[CH:11][C:12]3[N:16]=[CH:15][N:14]([CH2:17][C:18]4([C:24]#[N:25])[CH2:23][CH2:22][O:21][CH2:20][CH2:19]4)[C:13]=3[CH:26]=2)=[CH:4][C:5]([NH:27][CH2:28][CH2:29][OH:30])=[N:6][CH:7]=1.